This data is from Reaction yield outcomes from USPTO patents with 853,638 reactions. The task is: Predict the reaction yield, written as a fraction of the theoretical maximum amount of product (1.0 means a 100% yield; for example, 0.34 means a 34% yield). (1) The reactants are [CH:1]1([C:4]2[NH:8][N:7]=[C:6]([NH:9][C:10]3[CH:15]=[C:14](F)[CH:13]=[CH:12][C:11]=3[N+:17]([O-:19])=[O:18])[CH:5]=2)[CH2:3][CH2:2]1.[F:20][C:21]1[CH:26]=[CH:25][C:24]([C@@H:27]([NH2:29])[CH3:28])=[CH:23][CH:22]=1.CCN(C(C)C)C(C)C. The catalyst is CCCCO. The product is [CH:1]1([C:4]2[NH:8][N:7]=[C:6]([NH:9][C:10]3[CH:15]=[C:14]([NH:29][C@H:27]([C:24]4[CH:25]=[CH:26][C:21]([F:20])=[CH:22][CH:23]=4)[CH3:28])[CH:13]=[CH:12][C:11]=3[N+:17]([O-:19])=[O:18])[CH:5]=2)[CH2:3][CH2:2]1. The yield is 0.970. (2) The reactants are F[C:2]1[CH:3]=[CH:4][C:5]([N+:9]([O-:11])=[O:10])=[C:6]([CH:8]=1)[NH2:7].[CH3:12][N:13]([CH3:19])[C@H:14]1[CH2:18][CH2:17][NH:16][CH2:15]1. The catalyst is ClCCl. The product is [NH2:7][C:6]1[CH:8]=[C:2]([N:16]2[CH2:17][CH2:18][C@H:14]([N:13]([CH3:19])[CH3:12])[CH2:15]2)[CH:3]=[CH:4][C:5]=1[N+:9]([O-:11])=[O:10]. The yield is 0.740. (3) The yield is 0.290. The reactants are [F:1][C:2]1[CH:7]=[CH:6][C:5]([C:8]2[C:9]([C:13]3[CH:18]=[CH:17][CH:16]=[C:15]([CH3:19])[N:14]=3)=[N:10][NH:11][CH:12]=2)=[CH:4][C:3]=1[C:20]1[N:21]=[C:22]([CH2:25][CH2:26][OH:27])[NH:23][CH:24]=1.[H-].[Na+].[CH3:30][S:31](Cl)(=[O:33])=[O:32].O. The catalyst is CN(C)C=O. The product is [CH3:30][S:31]([O:27][CH2:26][CH2:25][C:22]1[NH:23][CH:24]=[C:20]([C:3]2[CH:4]=[C:5]([C:8]3[C:9]([C:13]4[CH:18]=[CH:17][CH:16]=[C:15]([CH3:19])[N:14]=4)=[N:10][NH:11][CH:12]=3)[CH:6]=[CH:7][C:2]=2[F:1])[N:21]=1)(=[O:33])=[O:32]. (4) The reactants are [Cl:1][C:2]1[C:10]2[N:9]=[C:8]([NH:11][C:12]3[C:13]([CH3:19])=[N:14][N:15]([CH3:18])[C:16]=3[CH3:17])[N:7]([CH2:20][CH2:21][CH2:22][CH2:23]O)[C:6]=2[C:5]([CH:25]([CH2:28][CH3:29])[CH2:26][CH3:27])=[CH:4][CH:3]=1.CS(Cl)(=O)=O.O1CCCC1.C(=O)(O)[O-].[Na+].C(=O)([O-])[O-].[K+].[K+]. The catalyst is N1C=CC=CC=1.C(OCC)(=O)C. The product is [Cl:1][C:2]1[C:10]2[N:9]=[C:8]3[N:11]([C:12]4[C:13]([CH3:19])=[N:14][N:15]([CH3:18])[C:16]=4[CH3:17])[CH2:23][CH2:22][CH2:21][CH2:20][N:7]3[C:6]=2[C:5]([CH:25]([CH2:28][CH3:29])[CH2:26][CH3:27])=[CH:4][CH:3]=1. The yield is 0.420. (5) The reactants are [CH2:1]([OH:4])[CH2:2][OH:3].[H-].[Na+].Br[CH2:8][C:9]1[CH:16]=[CH:15][C:12]([C:13]#[N:14])=[CH:11][CH:10]=1.O. The catalyst is C1COCC1.[N+](CCCC)(CCCC)(CCCC)CCCC.[I-].CCOC(C)=O. The product is [OH:3][CH2:2][CH2:1][O:4][CH2:8][C:9]1[CH:16]=[CH:15][C:12]([C:13]#[N:14])=[CH:11][CH:10]=1. The yield is 0.360. (6) The product is [CH:50]1([C:49]2[O:48][N:47]=[C:46]([C:53]3[C:58]([Cl:59])=[CH:57][CH:56]=[CH:55][C:54]=3[Cl:60])[C:45]=2[CH2:44][O:21][C@H:18]2[CH2:19][CH2:20][C@H:15]([C:12]3[CH:13]=[CH:14][C:9]([O:8][CH2:7][C:6]4[CH:5]=[CH:4][C:3]([O:2][CH3:1])=[CH:23][CH:22]=4)=[CH:10][CH:11]=3)[CH2:16][CH2:17]2)[CH2:52][CH2:51]1. The catalyst is O1CCCC1.C(O)(C)(C)C. The yield is 0.740. The reactants are [CH3:1][O:2][C:3]1[CH:23]=[CH:22][C:6]([CH2:7][O:8][C:9]2[CH:14]=[CH:13][C:12]([CH:15]3[CH2:20][CH2:19][CH:18]([OH:21])[CH2:17][CH2:16]3)=[CH:11][CH:10]=2)=[CH:5][CH:4]=1.C1OCCOCCOCCOCCOCCOC1.[K].Br[CH2:44][C:45]1[C:46]([C:53]2[C:58]([Cl:59])=[CH:57][CH:56]=[CH:55][C:54]=2[Cl:60])=[N:47][O:48][C:49]=1[CH:50]1[CH2:52][CH2:51]1.